This data is from Catalyst prediction with 721,799 reactions and 888 catalyst types from USPTO. The task is: Predict which catalyst facilitates the given reaction. Reactant: [NH2:1][CH2:2][CH:3]1[O:7][C:6](=[O:8])[N:5]([C:9]2[CH:14]=[CH:13][C:12]([O:15][C:16]3[CH:21]=[CH:20][C:19]([CH2:22][CH3:23])=[CH:18][C:17]=3[OH:24])=[C:11]([F:25])[CH:10]=2)[CH2:4]1.[C:26](OC(=O)C)(=[O:28])[CH3:27]. Product: [CH2:22]([C:19]1[CH:20]=[CH:21][C:16]([O:15][C:12]2[CH:13]=[CH:14][C:9]([N:5]3[CH2:4][CH:3]([CH2:2][NH:1][C:26](=[O:28])[CH3:27])[O:7][C:6]3=[O:8])=[CH:10][C:11]=2[F:25])=[C:17]([OH:24])[CH:18]=1)[CH3:23]. The catalyst class is: 46.